Dataset: NCI-60 drug combinations with 297,098 pairs across 59 cell lines. Task: Regression. Given two drug SMILES strings and cell line genomic features, predict the synergy score measuring deviation from expected non-interaction effect. (1) Drug 1: CC1=CC=C(C=C1)C2=CC(=NN2C3=CC=C(C=C3)S(=O)(=O)N)C(F)(F)F. Drug 2: CNC(=O)C1=NC=CC(=C1)OC2=CC=C(C=C2)NC(=O)NC3=CC(=C(C=C3)Cl)C(F)(F)F. Cell line: OVCAR-5. Synergy scores: CSS=-4.11, Synergy_ZIP=1.64, Synergy_Bliss=1.35, Synergy_Loewe=0.261, Synergy_HSA=-1.49. (2) Drug 1: CNC(=O)C1=CC=CC=C1SC2=CC3=C(C=C2)C(=NN3)C=CC4=CC=CC=N4. Drug 2: COCCOC1=C(C=C2C(=C1)C(=NC=N2)NC3=CC=CC(=C3)C#C)OCCOC.Cl. Cell line: IGROV1. Synergy scores: CSS=40.3, Synergy_ZIP=22.5, Synergy_Bliss=22.7, Synergy_Loewe=16.1, Synergy_HSA=22.8. (3) Drug 1: CC(C)(C#N)C1=CC(=CC(=C1)CN2C=NC=N2)C(C)(C)C#N. Drug 2: C1CN(P(=O)(OC1)NCCCl)CCCl. Cell line: A549. Synergy scores: CSS=-3.10, Synergy_ZIP=3.16, Synergy_Bliss=2.96, Synergy_Loewe=-1.45, Synergy_HSA=-0.894. (4) Drug 1: CC12CCC(CC1=CCC3C2CCC4(C3CC=C4C5=CN=CC=C5)C)O. Drug 2: C1=CN(C=N1)CC(O)(P(=O)(O)O)P(=O)(O)O. Cell line: U251. Synergy scores: CSS=6.72, Synergy_ZIP=-2.77, Synergy_Bliss=-0.594, Synergy_Loewe=-1.65, Synergy_HSA=-0.0842. (5) Synergy scores: CSS=89.6, Synergy_ZIP=0.825, Synergy_Bliss=1.15, Synergy_Loewe=3.23, Synergy_HSA=5.20. Cell line: SR. Drug 2: N.N.Cl[Pt+2]Cl. Drug 1: C1CN(CCN1C(=O)CCBr)C(=O)CCBr. (6) Drug 1: CC1=CC=C(C=C1)C2=CC(=NN2C3=CC=C(C=C3)S(=O)(=O)N)C(F)(F)F. Drug 2: COCCOC1=C(C=C2C(=C1)C(=NC=N2)NC3=CC=CC(=C3)C#C)OCCOC.Cl. Cell line: NCI-H522. Synergy scores: CSS=7.83, Synergy_ZIP=-1.98, Synergy_Bliss=-0.0314, Synergy_Loewe=-0.556, Synergy_HSA=1.42. (7) Drug 1: C1=NC2=C(N=C(N=C2N1C3C(C(C(O3)CO)O)O)F)N. Drug 2: CN1C(=O)N2C=NC(=C2N=N1)C(=O)N. Cell line: HCC-2998. Synergy scores: CSS=38.2, Synergy_ZIP=-0.381, Synergy_Bliss=-5.66, Synergy_Loewe=-20.8, Synergy_HSA=-8.33.